Dataset: Reaction yield outcomes from USPTO patents with 853,638 reactions. Task: Predict the reaction yield, written as a fraction of the theoretical maximum amount of product (1.0 means a 100% yield; for example, 0.34 means a 34% yield). The reactants are [CH2:1]([N:3]([CH2:6][C@@H:7]1[N:12]([C:13](=O)[CH2:14][C@@H:15]([NH:24][C:25]2[CH:30]=[CH:29][C:28]([S:31]([NH2:34])(=[O:33])=[O:32])=[CH:27][C:26]=2[S:35]([C:38]([F:41])([F:40])[F:39])(=[O:37])=[O:36])[CH2:16][S:17][C:18]2[CH:23]=[CH:22][CH:21]=[CH:20][CH:19]=2)[CH2:11][CH2:10][O:9][CH2:8]1)[CH2:4][CH3:5])[CH3:2].C1COCC1.Cl.C(=O)([O-])[O-].[Na+].[Na+]. The catalyst is C(OCC)(=O)C.CO. The product is [CH2:1]([N:3]([CH2:6][C@@H:7]1[N:12]([CH2:13][CH2:14][C@@H:15]([NH:24][C:25]2[CH:30]=[CH:29][C:28]([S:31]([NH2:34])(=[O:32])=[O:33])=[CH:27][C:26]=2[S:35]([C:38]([F:40])([F:39])[F:41])(=[O:37])=[O:36])[CH2:16][S:17][C:18]2[CH:19]=[CH:20][CH:21]=[CH:22][CH:23]=2)[CH2:11][CH2:10][O:9][CH2:8]1)[CH2:4][CH3:5])[CH3:2]. The yield is 0.370.